The task is: Predict the product of the given reaction.. This data is from Forward reaction prediction with 1.9M reactions from USPTO patents (1976-2016). (1) The product is: [Cl:1][C:2]1[CH:3]=[C:4]([NH:8][C:9]2[N:14]=[C:13]([NH:15][CH2:16][C@@H:17]3[CH2:21][CH2:20][CH2:19][N:18]3[CH3:22])[CH:12]=[CH:11][N:10]=2)[CH:5]=[CH:6][CH:7]=1. Given the reactants [Cl:1][C:2]1[CH:3]=[C:4]([NH:8][C:9]2[N:14]=[C:13]([NH:15][CH2:16][C@@H:17]3[CH2:21][CH2:20][CH2:19][N:18]3[C:22](OC(C)(C)C)=O)[CH:12]=[CH:11][N:10]=2)[CH:5]=[CH:6][CH:7]=1.[H-].[Al+3].[Li+].[H-].[H-].[H-], predict the reaction product. (2) The product is: [CH2:1]([O:3][CH:4]([O:7][CH2:8][CH3:9])[C:5]1[N:6]=[CH:11][NH:10][C:12]=1[C:13]([O:15][CH3:16])=[O:14])[CH3:2]. Given the reactants [CH2:1]([O:3][CH:4]([O:7][CH2:8][CH3:9])[C:5]#[N:6])[CH3:2].[N+:10]([CH2:12][C:13]([O:15][CH3:16])=[O:14])#[C-:11].[NH4+].[Cl-].C(Cl)Cl, predict the reaction product. (3) Given the reactants [CH3:1][N:2]([CH3:7])[CH2:3][CH2:4][CH2:5][NH2:6].[F:8][C:9]([F:40])([F:39])[C:10]1[CH:11]=[CH:12][C:13]2[N:14]([N:16]=[C:17]([C:29]3[CH:34]=[CH:33][C:32]([C:35]([F:38])([F:37])[F:36])=[CH:31][CH:30]=3)[C:18]=2[C:19]2[CH:24]=[CH:23][N:22]=[C:21](S(C)(=O)=O)[N:20]=2)[CH:15]=1, predict the reaction product. The product is: [CH3:1][N:2]([CH3:7])[CH2:3][CH2:4][CH2:5][NH:6][C:21]1[N:20]=[C:19]([C:18]2[C:17]([C:29]3[CH:34]=[CH:33][C:32]([C:35]([F:38])([F:37])[F:36])=[CH:31][CH:30]=3)=[N:16][N:14]3[CH:15]=[C:10]([C:9]([F:8])([F:39])[F:40])[CH:11]=[CH:12][C:13]=23)[CH:24]=[CH:23][N:22]=1. (4) The product is: [F:33][C:34]([F:39])([F:38])[C:35]([OH:37])=[O:36].[O:1]1[CH2:6][CH2:5][N:4]([CH2:7][CH2:8][N:9]([C:14]2[CH:15]=[C:16]3[C:20](=[CH:21][CH:22]=2)[C:19](=[O:23])[N:18]([CH2:24][C:25]([OH:27])=[O:26])[C:17]3=[O:32])[S:10]([CH3:13])(=[O:12])=[O:11])[CH2:3][CH2:2]1. Given the reactants [O:1]1[CH2:6][CH2:5][N:4]([CH2:7][CH2:8][N:9]([C:14]2[CH:15]=[C:16]3[C:20](=[CH:21][CH:22]=2)[C:19](=[O:23])[N:18]([CH2:24][C:25]([O:27]C(C)(C)C)=[O:26])[C:17]3=[O:32])[S:10]([CH3:13])(=[O:12])=[O:11])[CH2:3][CH2:2]1.[F:33][C:34]([F:39])([F:38])[C:35]([OH:37])=[O:36], predict the reaction product.